Dataset: Forward reaction prediction with 1.9M reactions from USPTO patents (1976-2016). Task: Predict the product of the given reaction. (1) Given the reactants Br[C:2]1[CH:10]=[C:9]([O:11][CH3:12])[CH:8]=[C:7]2[C:3]=1[CH:4]=[N:5][N:6]2[CH:13]1[CH2:18][CH2:17][CH2:16][CH2:15][O:14]1.[CH3:19][N:20](C=O)C, predict the reaction product. The product is: [CH3:12][O:11][C:9]1[CH:10]=[C:2]([C:19]#[N:20])[C:3]2[CH:4]=[N:5][N:6]([CH:13]3[CH2:18][CH2:17][CH2:16][CH2:15][O:14]3)[C:7]=2[CH:8]=1. (2) Given the reactants [F:1][C:2]1[CH:7]=[CH:6][CH:5]=[CH:4][C:3]=1[C:8]1[N:9]=[N:10][N:11]2[C:20]3[C:15](=[CH:16][CH:17]=[CH:18][CH:19]=3)[C:14]([N:21]3[CH2:26][CH2:25][NH:24][CH2:23][CH2:22]3)=[N:13][C:12]=12.Cl.Cl[CH2:29][CH2:30][N:31]1[CH2:35][CH2:34][CH2:33][CH2:32]1.C(N(CC)CC)C, predict the reaction product. The product is: [F:1][C:2]1[CH:7]=[CH:6][CH:5]=[CH:4][C:3]=1[C:8]1[N:9]=[N:10][N:11]2[C:20]3[C:15](=[CH:16][CH:17]=[CH:18][CH:19]=3)[C:14]([N:21]3[CH2:22][CH2:23][N:24]([CH2:29][CH2:30][N:31]4[CH2:35][CH2:34][CH2:33][CH2:32]4)[CH2:25][CH2:26]3)=[N:13][C:12]=12. (3) Given the reactants [NH2:1][C@@H:2]1[CH2:7][CH2:6][CH2:5][N:4]([C:8]2[N:13]([CH2:14][C:15]3[CH:20]=[C:19]([F:21])[CH:18]=[CH:17][C:16]=3Br)[C:12](=[O:23])[N:11]([CH3:24])[C:10](=[O:25])[CH:9]=2)[CH2:3]1.[Cl:26]C1C=CC(F)=CC=1CBr, predict the reaction product. The product is: [NH2:1][C@@H:2]1[CH2:7][CH2:6][CH2:5][N:4]([C:8]2[N:13]([CH2:14][C:15]3[CH:20]=[C:19]([F:21])[CH:18]=[CH:17][C:16]=3[Cl:26])[C:12](=[O:23])[N:11]([CH3:24])[C:10](=[O:25])[CH:9]=2)[CH2:3]1. (4) The product is: [C:14]([C:13]([NH:12][S:8]([CH2:7][C:1]1[CH:6]=[CH:5][CH:4]=[CH:3][CH:2]=1)(=[O:10])=[O:9])([CH2:16][O:17][C:18]1[CH:23]=[CH:22][CH:21]=[C:20]([Cl:24])[C:19]=1[Cl:25])[CH3:26])#[N:15]. Given the reactants [C:1]1([CH2:7][S:8](Cl)(=[O:10])=[O:9])[CH:6]=[CH:5][CH:4]=[CH:3][CH:2]=1.[NH2:12][C:13]([CH3:26])([CH2:16][O:17][C:18]1[CH:23]=[CH:22][CH:21]=[C:20]([Cl:24])[C:19]=1[Cl:25])[C:14]#[N:15], predict the reaction product. (5) Given the reactants [C:1]1([CH3:11])[CH:6]=[CH:5][CH:4]=[CH:3][C:2]=1[CH2:7][C:8]([NH2:10])=[O:9].[CH3:12][O:13]C(OC)N(C)C, predict the reaction product. The product is: [CH:12]([NH:10][C:8](=[O:9])[CH2:7][C:2]1[CH:3]=[CH:4][CH:5]=[CH:6][C:1]=1[CH3:11])=[O:13]. (6) The product is: [F:12][C:11]([F:14])([F:13])[C:10]1[N:5]2[N:4]=[CH:3][C:2]([C:26]#[C:25][C:27]3[CH:32]=[CH:31][C:30]([C:33]([OH:36])([CH3:34])[CH3:35])=[CH:29][CH:28]=3)=[C:6]2[N:7]=[C:8]([C:15]2[CH:20]=[CH:19][C:18]([C:21]([F:24])([F:23])[F:22])=[CH:17][CH:16]=2)[CH:9]=1. Given the reactants I[C:2]1[CH:3]=[N:4][N:5]2[C:10]([C:11]([F:14])([F:13])[F:12])=[CH:9][C:8]([C:15]3[CH:20]=[CH:19][C:18]([C:21]([F:24])([F:23])[F:22])=[CH:17][CH:16]=3)=[N:7][C:6]=12.[C:25]([C:27]1[CH:32]=[CH:31][C:30]([C:33]([OH:36])([CH3:35])[CH3:34])=[CH:29][CH:28]=1)#[CH:26], predict the reaction product.